This data is from NCI-60 drug combinations with 297,098 pairs across 59 cell lines. The task is: Regression. Given two drug SMILES strings and cell line genomic features, predict the synergy score measuring deviation from expected non-interaction effect. (1) Drug 2: COC1=NC(=NC2=C1N=CN2C3C(C(C(O3)CO)O)O)N. Cell line: UACC-257. Drug 1: C1C(C(OC1N2C=NC3=C(N=C(N=C32)Cl)N)CO)O. Synergy scores: CSS=6.03, Synergy_ZIP=0.316, Synergy_Bliss=4.64, Synergy_Loewe=-10.1, Synergy_HSA=1.57. (2) Cell line: HL-60(TB). Drug 1: CC1=C(C=C(C=C1)NC(=O)C2=CC=C(C=C2)CN3CCN(CC3)C)NC4=NC=CC(=N4)C5=CN=CC=C5. Drug 2: C1CN(CCN1C(=O)CCBr)C(=O)CCBr. Synergy scores: CSS=66.8, Synergy_ZIP=-0.733, Synergy_Bliss=-3.28, Synergy_Loewe=2.83, Synergy_HSA=1.09. (3) Drug 1: CCCS(=O)(=O)NC1=C(C(=C(C=C1)F)C(=O)C2=CNC3=C2C=C(C=N3)C4=CC=C(C=C4)Cl)F. Drug 2: C1CCC(CC1)NC(=O)N(CCCl)N=O. Cell line: OVCAR3. Synergy scores: CSS=5.64, Synergy_ZIP=6.90, Synergy_Bliss=7.81, Synergy_Loewe=4.92, Synergy_HSA=5.34. (4) Drug 1: CC1C(C(CC(O1)OC2CC(CC3=C2C(=C4C(=C3O)C(=O)C5=C(C4=O)C(=CC=C5)OC)O)(C(=O)C)O)N)O.Cl. Drug 2: C1=NC2=C(N=C(N=C2N1C3C(C(C(O3)CO)O)O)F)N. Cell line: EKVX. Synergy scores: CSS=3.45, Synergy_ZIP=-0.0263, Synergy_Bliss=-0.601, Synergy_Loewe=-7.29, Synergy_HSA=-3.48. (5) Drug 1: CC1=C2C(C(=O)C3(C(CC4C(C3C(C(C2(C)C)(CC1OC(=O)C(C(C5=CC=CC=C5)NC(=O)OC(C)(C)C)O)O)OC(=O)C6=CC=CC=C6)(CO4)OC(=O)C)OC)C)OC. Drug 2: CCN(CC)CCCC(C)NC1=C2C=C(C=CC2=NC3=C1C=CC(=C3)Cl)OC. Cell line: SK-MEL-28. Synergy scores: CSS=37.5, Synergy_ZIP=2.09, Synergy_Bliss=4.51, Synergy_Loewe=0.149, Synergy_HSA=6.59. (6) Drug 1: C1CCN(CC1)CCOC2=CC=C(C=C2)C(=O)C3=C(SC4=C3C=CC(=C4)O)C5=CC=C(C=C5)O. Drug 2: CN(C(=O)NC(C=O)C(C(C(CO)O)O)O)N=O. Cell line: HT29. Synergy scores: CSS=-10.5, Synergy_ZIP=6.40, Synergy_Bliss=7.41, Synergy_Loewe=-3.48, Synergy_HSA=-3.48.